Dataset: Forward reaction prediction with 1.9M reactions from USPTO patents (1976-2016). Task: Predict the product of the given reaction. (1) Given the reactants [NH:1]1[C:5]2=[N:6][CH:7]=[C:8]([C:10]#[N:11])[CH:9]=[C:4]2[CH:3]=[CH:2]1.C([O-])([O-])=O.[Cs+].[Cs+].Br[CH2:19][CH2:20][C:21]([O:23][CH2:24][CH3:25])=[O:22].C(OCC)(=O)C, predict the reaction product. The product is: [C:10]([C:8]1[CH:9]=[C:4]2[CH:3]=[CH:2][N:1]([CH2:19][CH2:20][C:21]([O:23][CH2:24][CH3:25])=[O:22])[C:5]2=[N:6][CH:7]=1)#[N:11]. (2) The product is: [CH:1]([N:4]1[CH2:9][CH2:8][N:7]([C:10]([C@H:12]2[CH2:17][CH2:16][C@H:15]([O:18][C:19]3[CH:20]=[CH:21][C:22]([C:23]4[O:24][C:29]([CH3:30])=[N:26][N:25]=4)=[CH:27][CH:28]=3)[CH2:14][CH2:13]2)=[O:11])[CH2:6][CH2:5]1)([CH3:3])[CH3:2]. Given the reactants [CH:1]([N:4]1[CH2:9][CH2:8][N:7]([C:10]([C@H:12]2[CH2:17][CH2:16][C@H:15]([O:18][C:19]3[CH:28]=[CH:27][C:22]([C:23]([NH:25][NH2:26])=[O:24])=[CH:21][CH:20]=3)[CH2:14][CH2:13]2)=[O:11])[CH2:6][CH2:5]1)([CH3:3])[CH3:2].[C:29](OC)(OC)(OC)[CH3:30], predict the reaction product.